From a dataset of Full USPTO retrosynthesis dataset with 1.9M reactions from patents (1976-2016). Predict the reactants needed to synthesize the given product. (1) Given the product [O:32]1[C:33]2[CH:34]=[CH:35][C:27]([CH2:26][NH:36][C:22]([C:17]3[CH:18]=[C:19]4[C:14](=[CH:15][CH:16]=3)[NH:13][C:12](=[O:25])[N:11]([CH2:10][C:8]3[CH:7]=[CH:6][C:5]5[O:1][CH2:2][O:3][C:4]=5[CH:9]=3)[C:20]4=[O:21])=[O:23])=[CH:28][C:29]=2[O:30][CH2:31]1, predict the reactants needed to synthesize it. The reactants are: [O:1]1[C:5]2[CH:6]=[CH:7][C:8]([CH2:10][N:11]3[C:20](=[O:21])[C:19]4[C:14](=[CH:15][CH:16]=[C:17]([C:22](O)=[O:23])[CH:18]=4)[NH:13][C:12]3=[O:25])=[CH:9][C:4]=2[O:3][CH2:2]1.[CH2:26]([NH2:36])[C:27]1[CH:35]=[CH:34][C:33]2[O:32][CH2:31][O:30][C:29]=2[CH:28]=1.C(Cl)Cl.CO. (2) Given the product [Cl:1][C:2]1[C:11]([C:12]([CH:14]2[CH:19]([S:35][CH3:34])[CH2:18][CH2:17][CH2:16][C:15]2=[O:21])=[O:13])=[CH:10][CH:9]=[C:8]2[C:3]=1[CH2:4][CH2:5][CH2:6][S:7]2(=[O:23])=[O:22], predict the reactants needed to synthesize it. The reactants are: [Cl:1][C:2]1[C:11]([C:12]([CH:14]2[CH:19](Cl)[CH2:18][CH2:17][CH2:16][C:15]2=[O:21])=[O:13])=[CH:10][CH:9]=[C:8]2[C:3]=1[CH2:4][CH2:5][CH2:6][S:7]2(=[O:23])=[O:22].CS.ClC1C2C[CH2:34][S:35](=O)(=O)C=2C=CC=1C(C1C(Cl)CCCC1=O)=O.C(S)C. (3) Given the product [Cl:50][C:30]1[C:29]2[C:34](=[CH:35][CH:36]=[C:27]([C:19]([C:20]3[N:24]([CH3:25])[N:23]=[N:22][CH:21]=3)([CH:17]3[CH2:16][N:15]([S:52]([CH3:51])(=[O:54])=[O:53])[CH2:18]3)[OH:26])[CH:28]=2)[N:33]=[C:32]([O:37][CH3:38])[C:31]=1[CH2:39][N:40]1[CH2:41][CH2:42][CH:43]([C:46]([F:48])([F:47])[F:49])[CH2:44][CH2:45]1, predict the reactants needed to synthesize it. The reactants are: C(O)(C(F)(F)F)=O.C(OC([N:15]1[CH2:18][CH:17]([C:19]([C:27]2[CH:28]=[C:29]3[C:34](=[CH:35][CH:36]=2)[N:33]=[C:32]([O:37][CH3:38])[C:31]([CH2:39][N:40]2[CH2:45][CH2:44][CH:43]([C:46]([F:49])([F:48])[F:47])[CH2:42][CH2:41]2)=[C:30]3[Cl:50])([OH:26])[C:20]2[N:24]([CH3:25])[N:23]=[N:22][CH:21]=2)[CH2:16]1)=O)(C)(C)C.[CH3:51][S:52](Cl)(=[O:54])=[O:53]. (4) Given the product [C:30]([O:29][C@@H:28]1[CH2:33][C@@H:34]([CH2:36][O:37][C:38]([O:40][CH3:41])=[O:39])[O:35][C@H:27]1[N:15]1[CH:16]=[C:17]([N+:20]([O-:22])=[O:21])[CH:18]=[CH:19][C:14]1=[O:13])(=[O:32])[CH3:31], predict the reactants needed to synthesize it. The reactants are: [Si](OS(C(F)(F)F)(=O)=O)(C)(C)C.[OH:13][C:14]1[CH:19]=[CH:18][C:17]([N+:20]([O-:22])=[O:21])=[CH:16][N:15]=1.C(O[CH:27]1[O:35][C@H:34]([CH2:36][O:37][C:38]([O:40][CH3:41])=[O:39])[CH2:33][C@H:28]1[O:29][C:30](=[O:32])[CH3:31])(=O)C.C([O-])(O)=O.[Na+]. (5) Given the product [C:1]1([CH3:32])[CH:2]=[CH:3][C:4]([N:7]([CH:8]2[CH2:9][CH2:10][N:11]([CH2:14][CH2:15][C:16]3([CH2:22][CH2:23][NH:24][C:25](=[O:31])[O:26][C:27]([CH3:28])([CH3:29])[CH3:30])[CH2:17][CH2:18][CH2:19][CH2:20][CH2:21]3)[CH2:12][CH2:13]2)[C:45]([C:41]2[O:40][CH:44]=[CH:43][CH:42]=2)=[O:46])=[CH:5][CH:6]=1, predict the reactants needed to synthesize it. The reactants are: [C:1]1([CH3:32])[CH:6]=[CH:5][C:4]([NH:7][CH:8]2[CH2:13][CH2:12][N:11]([CH2:14][CH2:15][C:16]3([CH2:22][CH2:23][NH:24][C:25](=[O:31])[O:26][C:27]([CH3:30])([CH3:29])[CH3:28])[CH2:21][CH2:20][CH2:19][CH2:18][CH2:17]3)[CH2:10][CH2:9]2)=[CH:3][CH:2]=1.C(N(CC)CC)C.[O:40]1[CH:44]=[CH:43][CH:42]=[C:41]1[C:45](Cl)=[O:46].